This data is from Full USPTO retrosynthesis dataset with 1.9M reactions from patents (1976-2016). The task is: Predict the reactants needed to synthesize the given product. (1) Given the product [F:7][CH:2]([F:6])[O:9][C:10]1[CH:11]=[C:12]([CH:15]=[CH:16][CH:17]=1)[CH:13]=[O:14], predict the reactants needed to synthesize it. The reactants are: Cl[C:2]([F:7])([F:6])C([O-])=O.[Na+].[OH:9][C:10]1[CH:11]=[C:12]([CH:15]=[CH:16][CH:17]=1)[CH:13]=[O:14].C(=O)([O-])[O-].[K+].[K+]. (2) Given the product [CH:31]1([C:34]2[CH:40]=[CH:39][C:37]([N:38]3[CH2:13][CH2:12][C:6]4([CH2:7][CH2:8][N:9]([S:25]([C:20]5[CH:21]=[CH:22][CH:23]=[CH:24][C:19]=5[O:18][C:17]([F:30])([F:29])[F:16])(=[O:27])=[O:26])[CH2:10][CH2:11]4)[C:4]3=[O:5])=[CH:36][CH:35]=2)[CH2:33][CH2:32]1, predict the reactants needed to synthesize it. The reactants are: C(O[C:4]([C:6]1([CH2:12][CH2:13]OC)[CH2:11][CH2:10][NH:9][CH2:8][CH2:7]1)=[O:5])C.[F:16][C:17]([F:30])([F:29])[O:18][C:19]1[CH:24]=[CH:23][CH:22]=[CH:21][C:20]=1[S:25](Cl)(=[O:27])=[O:26].[CH:31]1([C:34]2[CH:40]=[CH:39][C:37]([NH2:38])=[CH:36][CH:35]=2)[CH2:33][CH2:32]1. (3) Given the product [CH:1]([C:4]1[CH:5]=[CH:6][C:7]([O:22][CH3:23])=[C:8]([C:10]2[C:11]([C:20]([NH2:21])=[O:24])=[CH:12][C:13]([C:16]([F:17])([F:18])[F:19])=[CH:14][CH:15]=2)[CH:9]=1)([CH3:3])[CH3:2], predict the reactants needed to synthesize it. The reactants are: [CH:1]([C:4]1[CH:5]=[CH:6][C:7]([O:22][CH3:23])=[C:8]([C:10]2[C:11]([C:20]#[N:21])=[CH:12][C:13]([C:16]([F:19])([F:18])[F:17])=[CH:14][CH:15]=2)[CH:9]=1)([CH3:3])[CH3:2].[OH-:24].[K+]. (4) Given the product [CH:1]([O:4][C:5]([N:7]1[C:16]2[C:11](=[CH:12][C:13]([C:17]([F:18])([F:19])[F:20])=[CH:14][CH:15]=2)[C@@H:10]([NH2:21])[CH2:9][C@H:8]1[CH2:32][CH3:33])=[O:6])([CH3:3])[CH3:2], predict the reactants needed to synthesize it. The reactants are: [CH:1]([O:4][C:5]([N:7]1[C:16]2[C:11](=[CH:12][C:13]([C:17]([F:20])([F:19])[F:18])=[CH:14][CH:15]=2)[C@@H:10]([NH:21]C(OCC2C=CC=CC=2)=O)[CH2:9][C@H:8]1[CH2:32][CH3:33])=[O:6])([CH3:3])[CH3:2]. (5) Given the product [C:1]([C:4]1[O:8][C:7]([C:9]2[CH:18]=[CH:17][C:12]([C:13]([OH:15])=[O:14])=[CH:11][CH:10]=2)=[CH:6][CH:5]=1)(=[O:3])[CH3:2], predict the reactants needed to synthesize it. The reactants are: [C:1]([C:4]1[O:8][C:7]([C:9]2[CH:18]=[CH:17][C:12]([C:13]([O:15]C)=[O:14])=[CH:11][CH:10]=2)=[CH:6][CH:5]=1)(=[O:3])[CH3:2].[OH-].[Na+].Cl. (6) Given the product [Cl:26][C:16]1[C:15](=[O:27])[N:14]([CH3:13])[CH:19]=[C:18]2[CH2:20][N:12]([CH2:11][CH2:10][C:2]3[N:1]=[C:5]4[CH:6]=[CH:7][CH:8]=[CH:9][N:4]4[CH:3]=3)[C:22](=[O:23])[C:17]=12, predict the reactants needed to synthesize it. The reactants are: [N:1]1[C:2]([CH2:10][CH2:11][NH2:12])=[CH:3][N:4]2[CH:9]=[CH:8][CH:7]=[CH:6][C:5]=12.[CH3:13][N:14]1[CH:19]=[C:18]([CH2:20]Cl)[C:17]([C:22](OC)=[O:23])=[C:16]([Cl:26])[C:15]1=[O:27].